This data is from Forward reaction prediction with 1.9M reactions from USPTO patents (1976-2016). The task is: Predict the product of the given reaction. (1) The product is: [OH:18][C@H:17]1[C@H:16]([OH:20])[C@H:15]([OH:23])[CH2:14][N:13]([S:24]([C:27]2[CH:32]=[CH:31][C:30]([O:33][C:34]3[CH:39]=[CH:38][CH:37]=[CH:36][CH:35]=3)=[CH:29][CH:28]=2)(=[O:25])=[O:26])[C@H:12]1[C:10]([OH:41])=[O:11]. Given the reactants C(ON[C:10]([C@H:12]1[C@H:17]2[O:18]C(C)(C)[O:20][C@@H:16]2[C@H:15]([OH:23])[CH2:14][N:13]1[S:24]([C:27]1[CH:32]=[CH:31][C:30]([O:33][C:34]2[CH:39]=[CH:38][CH:37]=[CH:36][CH:35]=2)=[CH:29][CH:28]=1)(=[O:26])=[O:25])=[O:11])C1C=CC=CC=1.C[OH:41], predict the reaction product. (2) The product is: [CH3:16][C:11]1([CH3:17])[C:12]2[NH:13][C:14]3[C:6](=[CH:5][CH:4]=[C:3]([C:1]#[N:2])[CH:15]=3)[C:7]=2[C:8](=[O:25])[C:9]2[CH:21]=[CH:20][C:19]([C:22]([N:26]3[CH2:31][CH2:30][O:29][CH2:28][CH2:27]3)=[O:24])=[CH:18][C:10]1=2. Given the reactants [C:1]([C:3]1[CH:15]=[C:14]2[C:6]([C:7]3[C:8](=[O:25])[C:9]4[CH:21]=[CH:20][C:19]([C:22]([OH:24])=O)=[CH:18][C:10]=4[C:11]([CH3:17])([CH3:16])[C:12]=3[NH:13]2)=[CH:5][CH:4]=1)#[N:2].[NH:26]1[CH2:31][CH2:30][O:29][CH2:28][CH2:27]1.C(N(CC)C(C)C)(C)C, predict the reaction product. (3) Given the reactants N(C(OC(C)C)=O)=NC(OC(C)C)=O.[C:15]([O:19][C:20]([N:22]1[CH2:27][CH2:26][N:25]([C:28]2[CH:33]=[CH:32][CH:31]=[CH:30][C:29]=2[OH:34])[CH2:24][CH2:23]1)=[O:21])([CH3:18])([CH3:17])[CH3:16].[N:35]1([CH2:41][CH2:42]O)[CH2:40][CH2:39][O:38][CH2:37][CH2:36]1.C1(P(C2C=CC=CC=2)C2C=CC=CC=2)C=CC=CC=1, predict the reaction product. The product is: [C:15]([O:19][C:20]([N:22]1[CH2:23][CH2:24][N:25]([C:28]2[CH:33]=[CH:32][CH:31]=[CH:30][C:29]=2[O:34][CH2:42][CH2:41][N:35]2[CH2:40][CH2:39][O:38][CH2:37][CH2:36]2)[CH2:26][CH2:27]1)=[O:21])([CH3:18])([CH3:16])[CH3:17]. (4) The product is: [C:3]([O:7][C:8]([N:10]1[CH2:15][CH2:14][C:13]2([N:16]=[C:17]([C:18]3[CH:23]=[CH:22][C:21]([C:24]([F:27])([F:26])[F:25])=[CH:20][C:19]=3[F:28])[NH:31][C:30]2=[O:32])[CH2:12][CH2:11]1)=[O:9])([CH3:6])([CH3:5])[CH3:4]. Given the reactants [OH-].[Na+].[C:3]([O:7][C:8]([N:10]1[CH2:15][CH2:14][C:13]([C:30](=[O:32])[NH2:31])([NH:16][C:17](=O)[C:18]2[CH:23]=[CH:22][C:21]([C:24]([F:27])([F:26])[F:25])=[CH:20][C:19]=2[F:28])[CH2:12][CH2:11]1)=[O:9])([CH3:6])([CH3:5])[CH3:4], predict the reaction product. (5) Given the reactants [C:1]([C:5]1[C:6]([OH:16])=[C:7]([S:12]([NH2:15])(=[O:14])=[O:13])[CH:8]=[C:9]([CH3:11])[CH:10]=1)([CH3:4])([CH3:3])[CH3:2].F[C:18]1[CH:25]=[CH:24][C:21]([C:22]#[N:23])=[C:20]([C:26]([F:29])([F:28])[F:27])[CH:19]=1.[K+].[Br-], predict the reaction product. The product is: [C:1]([C:5]1[C:6]([OH:16])=[C:7]([S:12]([NH:15][C:18]2[CH:25]=[CH:24][C:21]([C:22]#[N:23])=[C:20]([C:26]([F:27])([F:28])[F:29])[CH:19]=2)(=[O:14])=[O:13])[CH:8]=[C:9]([CH3:11])[CH:10]=1)([CH3:4])([CH3:2])[CH3:3]. (6) Given the reactants [F:1][C:2]1[CH:11]=[CH:10][CH:9]=[C:8]2[C:3]=1[CH:4]=[C:5](N)[C:6]([CH3:12])=[N:7]2.N([O-])=O.[Na+].[BrH:18], predict the reaction product. The product is: [Br:18][C:5]1[C:6]([CH3:12])=[N:7][C:8]2[C:3]([CH:4]=1)=[C:2]([F:1])[CH:11]=[CH:10][CH:9]=2. (7) Given the reactants [CH3:1][O:2][CH2:3][CH2:4][O:5][C:6]1[N:10]=[C:9]([CH:11]2[CH2:16][CH:15]([C:17]3[CH:22]=[CH:21][C:20]([O:23][C:24]([F:27])([F:26])[F:25])=[CH:19][CH:18]=3)[CH2:14][N:13]([C:28]([N:30]3[CH2:35][CH2:34][S:33][CH2:32][CH2:31]3)=[O:29])[CH2:12]2)[O:8][N:7]=1.ClC1C=CC=C(C(OO)=[O:44])C=1, predict the reaction product. The product is: [CH3:1][O:2][CH2:3][CH2:4][O:5][C:6]1[N:10]=[C:9]([CH:11]2[CH2:16][CH:15]([C:17]3[CH:18]=[CH:19][C:20]([O:23][C:24]([F:26])([F:27])[F:25])=[CH:21][CH:22]=3)[CH2:14][N:13]([C:28]([N:30]3[CH2:35][CH2:34][S:33](=[O:44])[CH2:32][CH2:31]3)=[O:29])[CH2:12]2)[O:8][N:7]=1. (8) Given the reactants [F:1][C:2]1[CH:21]=[CH:20][C:5]([O:6][C:7]2[C:8]([C:17]([OH:19])=O)=[N:9][C:10]3[C:15]([N:16]=2)=[CH:14][CH:13]=[CH:12][CH:11]=3)=[CH:4][CH:3]=1.C[O:23][C:24]1[CH:29]=[C:28]([NH2:30])[CH:27]=[CH:26][N:25]=1.CN(C(ON1N=NC2C=CC=NC1=2)=[N+](C)C)C.F[P-](F)(F)(F)(F)F.CN1CCOCC1.Br, predict the reaction product. The product is: [F:1][C:2]1[CH:3]=[CH:4][C:5]([O:6][C:7]2[C:8]([C:17]([NH:30][C:28]3[CH:27]=[CH:26][NH:25][C:24](=[O:23])[CH:29]=3)=[O:19])=[N:9][C:10]3[C:15]([N:16]=2)=[CH:14][CH:13]=[CH:12][CH:11]=3)=[CH:20][CH:21]=1.